This data is from Full USPTO retrosynthesis dataset with 1.9M reactions from patents (1976-2016). The task is: Predict the reactants needed to synthesize the given product. (1) Given the product [B:23]([C:10]1[CH:9]=[C:8]([C:7]([F:19])([F:20])[F:6])[CH:18]=[CH:17][C:11]=1[O:12][CH2:13][C:14]([OH:16])=[O:15])([OH:24])[OH:22], predict the reactants needed to synthesize it. The reactants are: C([Li])(CC)C.[F:6][C:7]([F:20])([F:19])[C:8]1[CH:18]=[CH:17][C:11]([O:12][CH2:13][C:14]([OH:16])=[O:15])=[CH:10][CH:9]=1.C[O:22][B:23](OC)[O:24]C. (2) Given the product [CH2:1]([O:3][C:4](=[O:13])[C:5]([N:6]1[CH:10]=[C:9]([C:11]#[N:12])[N:8]=[CH:7]1)=[CH:17][N:18]([CH3:20])[CH3:19])[CH3:2], predict the reactants needed to synthesize it. The reactants are: [CH2:1]([O:3][C:4](=[O:13])[CH2:5][N:6]1[CH:10]=[C:9]([C:11]#[N:12])[N:8]=[CH:7]1)[CH3:2].C(O[CH:17](OCC)[N:18]([CH3:20])[CH3:19])C. (3) Given the product [F:22][C:23]([F:45])([F:44])[C:5]1[CH:4]=[C:3]([S:8]([N:11]2[C:19]3[CH:18]=[CH:17][CH:16]=[C:15]([CH:20]=[O:21])[C:14]=3[CH:13]=[CH:12]2)(=[O:9])=[O:10])[CH:2]=[CH:7][CH:6]=1, predict the reactants needed to synthesize it. The reactants are: C[C:2]1[CH:7]=[CH:6][CH:5]=[CH:4][C:3]=1[S:8]([N:11]1[C:19]2[CH:18]=[CH:17][CH:16]=[C:15]([CH:20]=[O:21])[C:14]=2[CH:13]=[CH:12]1)(=[O:10])=[O:9].[F:22][C:23]([F:45])([F:44])C1C=C(S(N2C3C(=C(C=C)C=CC=3)C=C2)(=O)=O)C=CC=1.N1C(C)=CC=CC=1C.I([O-])(=O)(=O)=O.[Na+]. (4) Given the product [CH:1]1([C@H:7]([NH:12][C:13]([C:15]2[CH:19]=[C:18]([C:20]3[CH:21]=[CH:22][C:23]([O:26][CH3:27])=[CH:24][CH:25]=3)[S:17][C:16]=2[NH:28][C:29]([NH:31][C:32]2[C:37]([CH3:38])=[CH:36][C:35]([CH3:39])=[CH:34][C:33]=2[CH3:40])=[O:30])=[O:14])[C:8]([OH:10])=[O:9])[CH2:6][CH2:5][CH2:4][CH2:3][CH2:2]1, predict the reactants needed to synthesize it. The reactants are: [CH:1]1([C@H:7]([NH:12][C:13]([C:15]2[CH:19]=[C:18]([C:20]3[CH:25]=[CH:24][C:23]([O:26][CH3:27])=[CH:22][CH:21]=3)[S:17][C:16]=2[NH:28][C:29]([NH:31][C:32]2[C:37]([CH3:38])=[CH:36][C:35]([CH3:39])=[CH:34][C:33]=2[CH3:40])=[O:30])=[O:14])[C:8]([O:10]C)=[O:9])[CH2:6][CH2:5][CH2:4][CH2:3][CH2:2]1.[OH-].[Li+]. (5) Given the product [CH3:1][O:2][C:3](=[O:55])[NH:4][CH:5]([C:9]([N:11]1[CH2:15][CH2:14][CH2:13][CH:12]1[C:16]1[NH:17][C:18]([C:21]2[CH:22]=[CH:23][C:24]3[C:28]4[CH:29]=[CH:30][C:31]([C:33]5[NH:34][C:35]([CH:38]6[CH2:42][CH2:41][CH2:40][N:39]6[C:43](=[O:53])[CH:44]([NH:48][C:49]([O:51][CH3:52])=[O:50])[CH:45]([CH3:47])[CH3:46])=[N:36][CH:37]=5)=[CH:32][C:27]=4[S:26](=[O:64])[C:25]=3[CH:54]=2)=[CH:19][N:20]=1)=[O:10])[CH:6]([CH3:7])[CH3:8], predict the reactants needed to synthesize it. The reactants are: [CH3:1][O:2][C:3](=[O:55])[NH:4][CH:5]([C:9]([N:11]1[CH2:15][CH2:14][CH2:13][CH:12]1[C:16]1[NH:17][C:18]([C:21]2[CH:22]=[CH:23][C:24]3[C:28]4[CH:29]=[CH:30][C:31]([C:33]5[NH:34][C:35]([CH:38]6[CH2:42][CH2:41][CH2:40][N:39]6[C:43](=[O:53])[CH:44]([NH:48][C:49]([O:51][CH3:52])=[O:50])[CH:45]([CH3:47])[CH3:46])=[N:36][CH:37]=5)=[CH:32][C:27]=4[S:26][C:25]=3[CH:54]=2)=[CH:19][N:20]=1)=[O:10])[CH:6]([CH3:8])[CH3:7].C1C=C(Cl)C=C(C(OO)=[O:64])C=1.